Dataset: Full USPTO retrosynthesis dataset with 1.9M reactions from patents (1976-2016). Task: Predict the reactants needed to synthesize the given product. Given the product [CH3:1][O:2][C:3]1[C:8]([N+:9]([O-:11])=[O:10])=[CH:7][C:6]([CH2:12][C:13]([N:42]([CH3:43])[C@@H:39]([C:21]2[CH:26]=[CH:25][CH:24]=[CH:23][CH:22]=2)[CH2:38][N:29]2[CH2:28][CH2:32][CH2:31][CH2:30]2)=[O:15])=[CH:5][CH:4]=1, predict the reactants needed to synthesize it. The reactants are: [CH3:1][O:2][C:3]1[C:8]([N+:9]([O-:11])=[O:10])=[CH:7][C:6]([CH2:12][C:13]([OH:15])=O)=[CH:5][CH:4]=1.O.ON1[C:22]2[CH:23]=[CH:24][CH:25]=[CH:26][C:21]=2N=N1.Cl.[CH3:28][N:29]([CH3:38])[CH2:30][CH2:31][CH2:32]N=C=NCC.[CH:39]([N:42](CC)[CH:43](C)C)(C)C.